Dataset: Forward reaction prediction with 1.9M reactions from USPTO patents (1976-2016). Task: Predict the product of the given reaction. (1) Given the reactants [C:1]([O:5][C:6](=[O:26])[CH2:7][C:8]1[C:9]([CH2:24][CH3:25])=[N:10][N:11]([CH2:15][C:16]2[CH:21]=[CH:20][C:19](Br)=[CH:18][C:17]=2[F:23])[C:12]=1[CH2:13][CH3:14])([CH3:4])([CH3:3])[CH3:2].O1CCOCC1.C(N(C(C)C)CC)(C)C.[C:42](=O)([O-:44])[O-:43].[K+].[K+], predict the reaction product. The product is: [C:1]([O:5][C:6]([CH2:7][C:8]1[C:9]([CH2:24][CH3:25])=[N:10][N:11]([CH2:15][C:16]2[CH:21]=[CH:20][C:19]([C:42]([OH:44])=[O:43])=[CH:18][C:17]=2[F:23])[C:12]=1[CH2:13][CH3:14])=[O:26])([CH3:4])([CH3:3])[CH3:2]. (2) Given the reactants [CH3:1][S:2]([C:5]1[CH:10]=[CH:9][C:8]([C:11]2[N:16]=[C:15]([C:17]([F:20])([F:19])[F:18])[N:14]=[C:13]([N:21]3[CH2:26][CH2:25][NH:24][CH2:23][CH2:22]3)[C:12]=2[C:27]2[CH:32]=[CH:31][CH:30]=[CH:29][CH:28]=2)=[CH:7][CH:6]=1)(=[O:4])=[O:3].[S:33]1[CH:37]=[CH:36][CH:35]=[C:34]1[C:38](O)=[O:39].CCN=C=NCCCN(C)C.C1C=CC2N(O)N=NC=2C=1, predict the reaction product. The product is: [CH3:1][S:2]([C:5]1[CH:6]=[CH:7][C:8]([C:11]2[N:16]=[C:15]([C:17]([F:20])([F:19])[F:18])[N:14]=[C:13]([N:21]3[CH2:22][CH2:23][N:24]([C:38]([C:34]4[S:33][CH:37]=[CH:36][CH:35]=4)=[O:39])[CH2:25][CH2:26]3)[C:12]=2[C:27]2[CH:32]=[CH:31][CH:30]=[CH:29][CH:28]=2)=[CH:9][CH:10]=1)(=[O:4])=[O:3]. (3) The product is: [Br:1][C:2]1[N:6]2[CH:7]=[C:8]([N:13]([CH2:26][CH:27]3[CH2:32][CH2:31][CH2:30][CH2:29][CH2:28]3)[C:14](=[O:20])[O:15][C:16]([CH3:17])([CH3:19])[CH3:18])[N:9]=[C:10]([S:11][CH3:12])[C:5]2=[N:4][CH:3]=1. Given the reactants [Br:1][C:2]1[N:6]2[CH:7]=[C:8]([NH:13][C:14](=[O:20])[O:15][C:16]([CH3:19])([CH3:18])[CH3:17])[N:9]=[C:10]([S:11][CH3:12])[C:5]2=[N:4][CH:3]=1.[H-].[Na+].[I-].[K+].Br[CH2:26][CH:27]1[CH2:32][CH2:31][CH2:30][CH2:29][CH2:28]1, predict the reaction product. (4) Given the reactants C(N(CC)C(C1C=C(C2C=NN(CCCO)C=2)C=CC=1NC1C(C(F)(F)F)=CN=C(NC2C=CC(CP(=O)(O)OCC)=CC=2OC)N=1)=O)C.[OH:50][CH2:51][CH:52]([CH3:96])[CH2:53][N:54]1[CH:58]=[C:57]([C:59]2[N:64]=[C:63]([C:65](=[O:68])[NH:66][CH3:67])[C:62]([NH:69][C:70]3[C:75]([C:76]([F:79])([F:78])[F:77])=[CH:74][N:73]=[C:72]([NH:80][C:81]4[CH:95]=[CH:94][C:84]([CH2:85][P:86](=[O:93])([O:90]CC)[O:87][CH2:88][CH3:89])=[CH:83][CH:82]=4)[N:71]=3)=[CH:61][CH:60]=2)[CH:56]=[N:55]1, predict the reaction product. The product is: [OH:50][CH2:51][CH:52]([CH3:96])[CH2:53][N:54]1[CH:58]=[C:57]([C:59]2[N:64]=[C:63]([C:65](=[O:68])[NH:66][CH3:67])[C:62]([NH:69][C:70]3[C:75]([C:76]([F:78])([F:79])[F:77])=[CH:74][N:73]=[C:72]([NH:80][C:81]4[CH:82]=[CH:83][C:84]([CH2:85][P:86](=[O:90])([OH:93])[O:87][CH2:88][CH3:89])=[CH:94][CH:95]=4)[N:71]=3)=[CH:61][CH:60]=2)[CH:56]=[N:55]1. (5) Given the reactants [NH:1]1[CH2:6][CH2:5][O:4][CH2:3][CH2:2]1.[NH2:7][C:8]1[N:13]=[CH:12][N:11]=[C:10]2[N:14]([CH:39]3[CH2:44][CH2:43][C:42](=O)[CH2:41][CH2:40]3)[N:15]=[C:16]([C:17]3[CH:22]=[CH:21][C:20]([NH:23][C:24](=[O:36])[C:25]4[CH:30]=[CH:29][C:28]([C:31]([F:34])([F:33])[F:32])=[CH:27][C:26]=4[F:35])=[C:19]([O:37][CH3:38])[CH:18]=3)[C:9]=12.C(O)(=O)C.C(O[BH-](OC(=O)C)OC(=O)C)(=O)C.[Na+].C(=O)(O)[O-].[Na+], predict the reaction product. The product is: [NH2:7][C:8]1[N:13]=[CH:12][N:11]=[C:10]2[N:14]([C@H:39]3[CH2:44][CH2:43][C@@H:42]([N:1]4[CH2:6][CH2:5][O:4][CH2:3][CH2:2]4)[CH2:41][CH2:40]3)[N:15]=[C:16]([C:17]3[CH:22]=[CH:21][C:20]([NH:23][C:24](=[O:36])[C:25]4[CH:30]=[CH:29][C:28]([C:31]([F:33])([F:34])[F:32])=[CH:27][C:26]=4[F:35])=[C:19]([O:37][CH3:38])[CH:18]=3)[C:9]=12.[NH2:7][C:8]1[N:13]=[CH:12][N:11]=[C:10]2[N:14]([C@H:39]3[CH2:44][CH2:43][C@H:42]([N:1]4[CH2:6][CH2:5][O:4][CH2:3][CH2:2]4)[CH2:41][CH2:40]3)[N:15]=[C:16]([C:17]3[CH:22]=[CH:21][C:20]([NH:23][C:24](=[O:36])[C:25]4[CH:30]=[CH:29][C:28]([C:31]([F:33])([F:34])[F:32])=[CH:27][C:26]=4[F:35])=[C:19]([O:37][CH3:38])[CH:18]=3)[C:9]=12. (6) The product is: [O:14]1[C:15]2[CH:21]=[CH:20][CH:19]=[CH:18][C:16]=2[N:17]=[C:13]1[C:10]1[CH:11]=[CH:12][C:6]2[N:5]([CH2:1][CH2:2][CH2:3][CH3:4])[C:23]([CH3:24])=[N:8][C:7]=2[CH:9]=1. Given the reactants [CH2:1]([NH:5][C:6]1[CH:12]=[CH:11][C:10]([C:13]2[O:14][C:15]3[CH:21]=[CH:20][CH:19]=[CH:18][C:16]=3[N:17]=2)=[CH:9][C:7]=1[NH2:8])[CH2:2][CH2:3][CH3:4].Cl.[C:23](=N)(OC)[CH3:24].C(=O)([O-])O.[Na+], predict the reaction product.